This data is from NCI-60 drug combinations with 297,098 pairs across 59 cell lines. The task is: Regression. Given two drug SMILES strings and cell line genomic features, predict the synergy score measuring deviation from expected non-interaction effect. (1) Drug 1: C1=CC=C(C(=C1)C(C2=CC=C(C=C2)Cl)C(Cl)Cl)Cl. Drug 2: CC(C)(C#N)C1=CC(=CC(=C1)CN2C=NC=N2)C(C)(C)C#N. Cell line: OVCAR3. Synergy scores: CSS=-4.18, Synergy_ZIP=7.77, Synergy_Bliss=9.66, Synergy_Loewe=3.12, Synergy_HSA=1.72. (2) Drug 1: CN1C2=C(C=C(C=C2)N(CCCl)CCCl)N=C1CCCC(=O)O.Cl. Drug 2: C1CNP(=O)(OC1)N(CCCl)CCCl. Cell line: SNB-75. Synergy scores: CSS=0.474, Synergy_ZIP=-1.43, Synergy_Bliss=-4.11, Synergy_Loewe=-2.12, Synergy_HSA=-3.05. (3) Drug 1: CC12CCC3C(C1CCC2=O)CC(=C)C4=CC(=O)C=CC34C. Drug 2: C1=CC=C(C=C1)NC(=O)CCCCCCC(=O)NO. Cell line: BT-549. Synergy scores: CSS=60.7, Synergy_ZIP=2.36, Synergy_Bliss=5.87, Synergy_Loewe=5.02, Synergy_HSA=5.95.